From a dataset of Full USPTO retrosynthesis dataset with 1.9M reactions from patents (1976-2016). Predict the reactants needed to synthesize the given product. (1) The reactants are: [Br:1][C:2]1[CH:3]=[N:4][C:5]([NH:8][CH2:9][CH:10]2[C:15]([CH3:17])([CH3:16])[CH2:14][CH2:13][CH2:12][NH:11]2)=[N:6][CH:7]=1.[N:18]1[C:27]2[C:22](=[CH:23][CH:24]=[CH:25][C:26]=2[C:28](O)=[O:29])[CH:21]=[CH:20][CH:19]=1.C(N(C(C)C)CC)(C)C. Given the product [Br:1][C:2]1[CH:3]=[N:4][C:5]([NH:8][CH2:9][CH:10]2[C:15]([CH3:17])([CH3:16])[CH2:14][CH2:13][CH2:12][N:11]2[C:28]([C:26]2[CH:25]=[CH:24][CH:23]=[C:22]3[C:27]=2[N:18]=[CH:19][CH:20]=[CH:21]3)=[O:29])=[N:6][CH:7]=1, predict the reactants needed to synthesize it. (2) The reactants are: [Br:1][C:2]1[CH:3]=[C:4]([CH2:11][OH:12])[CH:5]=[C:6]([N+:8]([O-:10])=[O:9])[CH:7]=1.I[CH3:14].[H-].[Na+]. Given the product [Br:1][C:2]1[CH:7]=[C:6]([N+:8]([O-:10])=[O:9])[CH:5]=[C:4]([CH2:11][O:12][CH3:14])[CH:3]=1, predict the reactants needed to synthesize it. (3) Given the product [CH3:20][C:21]1([CH3:37])[C:15]2[C:16](=[N:17][CH:18]=[C:13]([C:5]3[CH:6]=[C:7]([O:11][CH3:12])[C:8]([O:9][CH3:10])=[C:3]([O:2][CH3:1])[CH:4]=3)[CH:14]=2)[NH:19][C:31]1=[O:34], predict the reactants needed to synthesize it. The reactants are: [CH3:1][O:2][C:3]1[CH:4]=[C:5]([C:13]2[CH:14]=[C:15]3[CH2:21][C:20](=O)[N:19](COCC[Si](C)(C)C)[C:16]3=[N:17][CH:18]=2)[CH:6]=[C:7]([O:11][CH3:12])[C:8]=1[O:9][CH3:10].[C:31](=[O:34])([O-])[O-].[Cs+].[Cs+].[CH3:37]I. (4) Given the product [CH3:1][O:2][C:3]([C@@H:5]1[C@@H:10]2[CH2:11][C@@H:7]([CH2:8][CH2:9]2)[N:6]1[C:28]([O:30][C:31]([CH3:32])([CH3:33])[CH3:34])=[O:29])=[O:4], predict the reactants needed to synthesize it. The reactants are: [CH3:1][O:2][C:3]([C@@H:5]1[C@@H:10]2[CH2:11][C@@H:7]([CH:8]=[CH:9]2)[N:6]1[C@@H](C1C=CC=CC=1)C)=[O:4].[C:28](O[C:28]([O:30][C:31]([CH3:34])([CH3:33])[CH3:32])=[O:29])([O:30][C:31]([CH3:34])([CH3:33])[CH3:32])=[O:29]. (5) Given the product [Cl:1][C:2]1[CH:3]=[CH:4][C:5]([C:8]2[S:17][C:11]3[C:12](=[O:16])[N:13]([CH2:25][C:26]4[N:31]=[C:30]([O:32][CH2:33][C@H:34]5[CH2:38][CH2:37][CH2:36][N:35]5[C:39]([O:41][C:42]([CH3:45])([CH3:44])[CH3:43])=[O:40])[CH:29]=[CH:28][CH:27]=4)[N:14]=[CH:15][C:10]=3[CH:9]=2)=[CH:6][CH:7]=1, predict the reactants needed to synthesize it. The reactants are: [Cl:1][C:2]1[CH:7]=[CH:6][C:5]([C:8]2[S:17][C:11]3[C:12](=[O:16])[NH:13][N:14]=[CH:15][C:10]=3[CH:9]=2)=[CH:4][CH:3]=1.[H-].[Na+].CS(O[CH2:25][C:26]1[N:31]=[C:30]([O:32][CH2:33][C@H:34]2[CH2:38][CH2:37][CH2:36][N:35]2[C:39]([O:41][C:42]([CH3:45])([CH3:44])[CH3:43])=[O:40])[CH:29]=[CH:28][CH:27]=1)(=O)=O.O. (6) Given the product [CH2:1]([O:3][C:4](=[O:26])[CH2:5][C:6]1[C:7]([Cl:25])=[C:8]([F:24])[N:9]=[C:10]([N:13]([C:32]([O:31][C:27]([CH3:30])([CH3:29])[CH3:28])=[O:33])[CH2:14][C:15]([F:23])([F:22])[C:16]2[CH:21]=[CH:20][CH:19]=[CH:18][N:17]=2)[C:11]=1[F:12])[CH3:2], predict the reactants needed to synthesize it. The reactants are: [CH2:1]([O:3][C:4](=[O:26])[CH2:5][C:6]1[C:11]([F:12])=[C:10]([NH:13][CH2:14][C:15]([F:23])([F:22])[C:16]2[CH:21]=[CH:20][CH:19]=[CH:18][N:17]=2)[N:9]=[C:8]([F:24])[C:7]=1[Cl:25])[CH3:2].[C:27]([O:31][C:32](O[C:32]([O:31][C:27]([CH3:30])([CH3:29])[CH3:28])=[O:33])=[O:33])([CH3:30])([CH3:29])[CH3:28]. (7) The reactants are: C(O)(C(F)(F)F)=O.[CH2:8]([O:10][C:11]([C:13]1[CH:18]=[C:17]([N:19]2[CH2:24][CH2:23][N:22](C(OC(C)(C)C)=O)[CH2:21][CH2:20]2)[N:16]=[C:15]([C:32]2[CH:37]=[CH:36][N:35]=[C:34]([NH:38][CH:39]3[CH2:44][CH2:43][CH2:42][CH2:41][CH2:40]3)[CH:33]=2)[C:14]=1[CH3:45])=[O:12])[CH3:9]. Given the product [CH2:8]([O:10][C:11]([C:13]1[CH:18]=[C:17]([N:19]2[CH2:24][CH2:23][NH:22][CH2:21][CH2:20]2)[N:16]=[C:15]([C:32]2[CH:37]=[CH:36][N:35]=[C:34]([NH:38][CH:39]3[CH2:44][CH2:43][CH2:42][CH2:41][CH2:40]3)[CH:33]=2)[C:14]=1[CH3:45])=[O:12])[CH3:9], predict the reactants needed to synthesize it. (8) Given the product [CH2:1]([O:8][C:9]1[CH:14]=[CH:13][C:12]([CH2:15][C:16]([NH:32][NH2:33])=[O:17])=[CH:11][CH:10]=1)[C:2]1[CH:7]=[CH:6][CH:5]=[CH:4][CH:3]=1, predict the reactants needed to synthesize it. The reactants are: [CH2:1]([O:8][C:9]1[CH:14]=[CH:13][C:12]([CH2:15][C:16](Cl)=[O:17])=[CH:11][CH:10]=1)[C:2]1[CH:7]=[CH:6][CH:5]=[CH:4][CH:3]=1.C1COCC1.C(N(CC)CC)C.O.[NH2:32][NH2:33]. (9) Given the product [CH2:97]([O:96][C:94]([N:92]1[CH2:93][C@@H:89]([NH:88][C:86]([C:67]2[CH:66]=[C:65]3[C:70]([CH2:71][C@@H:72]([C:73](=[O:85])[NH:74][C@H:75]4[C:84]5[C:79](=[CH:80][CH:81]=[CH:82][CH:83]=5)[CH2:78][CH2:77][CH2:76]4)[N:63]([C:61](=[O:62])[C@@H:60]([NH:59][C:57](=[O:58])[C@@H:56]([N:55]([C:53]([O:52][C:48]([CH3:49])([CH3:51])[CH3:50])=[O:54])[CH3:113])[CH3:112])[C:108]([CH3:109])([CH3:110])[CH3:111])[CH2:64]3)=[CH:69][CH:68]=2)=[O:87])[CH2:90][C@H:91]1[C:104]([OH:106])=[O:105])=[O:95])[C:98]1[CH:103]=[CH:102][CH:101]=[CH:100][CH:99]=1, predict the reactants needed to synthesize it. The reactants are: C(OC(N(C)[C@@H](C)C(N[C@@H](C(C)(C)C)C(N1[C@H](C(=O)N[C@H]2C3C(=CC=CC=3)CCC2)CC2C(=CC(C(O)=O)=CC=2)C1)=O)=O)=O)(C)(C)C.[C:48]([O:52][C:53]([N:55]([CH3:113])[C@@H:56]([CH3:112])[C:57]([NH:59][C@@H:60]([C:108]([CH3:111])([CH3:110])[CH3:109])[C:61]([N:63]1[C@H:72]([C:73](=[O:85])[NH:74][C@H:75]2[C:84]3[C:79](=[CH:80][CH:81]=[CH:82][CH:83]=3)[CH2:78][CH2:77][CH2:76]2)[CH2:71][C:70]2[C:65](=[CH:66][C:67]([C:86]([NH:88][C@@H:89]3[CH2:93][N:92]([C:94]([O:96][CH2:97][C:98]4[CH:103]=[CH:102][CH:101]=[CH:100][CH:99]=4)=[O:95])[C@H:91]([C:104]([O:106]C)=[O:105])[CH2:90]3)=[O:87])=[CH:68][CH:69]=2)[CH2:64]1)=[O:62])=[O:58])=[O:54])([CH3:51])([CH3:50])[CH3:49]. (10) Given the product [Si:1]([O:18][CH2:19][C:20]1[N:21]=[C:22]([CH:43]([C:39]2[S:38][C:37]([Cl:36])=[N:41][C:40]=2[Cl:42])[OH:44])[C:23]([F:35])=[C:24]([Cl:34])[C:25]=1[N:26]1[CH2:31][C@H:30]([CH3:32])[O:29][C@H:28]([CH3:33])[CH2:27]1)([C:14]([CH3:17])([CH3:15])[CH3:16])([C:8]1[CH:13]=[CH:12][CH:11]=[CH:10][CH:9]=1)[C:2]1[CH:3]=[CH:4][CH:5]=[CH:6][CH:7]=1, predict the reactants needed to synthesize it. The reactants are: [Si:1]([O:18][CH2:19][C:20]1[C:25]([N:26]2[CH2:31][C@H:30]([CH3:32])[O:29][C@H:28]([CH3:33])[CH2:27]2)=[C:24]([Cl:34])[C:23]([F:35])=[CH:22][N:21]=1)([C:14]([CH3:17])([CH3:16])[CH3:15])([C:8]1[CH:13]=[CH:12][CH:11]=[CH:10][CH:9]=1)[C:2]1[CH:7]=[CH:6][CH:5]=[CH:4][CH:3]=1.[Cl:36][C:37]1[S:38][C:39]([CH:43]=[O:44])=[C:40]([Cl:42])[N:41]=1.